This data is from Forward reaction prediction with 1.9M reactions from USPTO patents (1976-2016). The task is: Predict the product of the given reaction. (1) Given the reactants Br[C:2]1[CH:3]=[C:4]([NH:10][C:11]2[CH:20]=[CH:19][C:18]3[CH2:17][N:16]([CH3:21])[CH2:15][CH2:14][C:13]=3[N:12]=2)[C:5](=[O:9])[N:6]([CH3:8])[CH:7]=1.[C:22]([O:25][CH2:26][C:27]1[C:32]([N:33]2[CH2:45][CH2:44][N:36]3[C:37]4[CH2:38][CH2:39][CH2:40][CH2:41][C:42]=4[CH:43]=[C:35]3[C:34]2=[O:46])=[CH:31][C:30]([F:47])=[CH:29][C:28]=1N1CCN2C3CCCCC=3C=C2C1=O)(=[O:24])[CH3:23].P([O-])([O-])([O-])=O.[K+].[K+].[K+].C([O-])(=O)C.[Na+], predict the reaction product. The product is: [C:22]([O:25][CH2:26][C:27]1[C:32]([N:33]2[CH2:45][CH2:44][N:36]3[C:37]4[CH2:38][CH2:39][CH2:40][CH2:41][C:42]=4[CH:43]=[C:35]3[C:34]2=[O:46])=[CH:31][C:30]([F:47])=[CH:29][C:28]=1[C:2]1[CH:3]=[C:4]([NH:10][C:11]2[CH:20]=[CH:19][C:18]3[CH2:17][N:16]([CH3:21])[CH2:15][CH2:14][C:13]=3[N:12]=2)[C:5](=[O:9])[N:6]([CH3:8])[CH:7]=1)(=[O:24])[CH3:23]. (2) Given the reactants C(O[C:6]([N:8]1[CH2:13][CH2:12][N:11]([C:14]2[C:19]([CH:20]=[N:21][O:22][CH2:23][CH3:24])=[C:18]([NH2:25])[N:17]=[CH:16][N:15]=2)[CH2:10][CH2:9]1)=[O:7])(C)(C)C.C(O)(C(F)(F)F)=O.C(Cl)Cl.[CH:36]([C:39]1[CH:44]=[CH:43][C:42]([CH2:45]C(O)=O)=[CH:41][CH:40]=1)([CH3:38])[CH3:37].C1C=CC2N(O)N=NC=2C=1.CN(C(ON1N=NC2C=CC=CC1=2)=[N+](C)C)C.F[P-](F)(F)(F)(F)F.CCN(C(C)C)C(C)C, predict the reaction product. The product is: [CH2:23]([O:22][N:21]=[CH:20][C:19]1[C:18]([NH2:25])=[N:17][CH:16]=[N:15][C:14]=1[N:11]1[CH2:10][CH2:9][N:8]([C:6](=[O:7])[CH2:45][C:42]2[CH:43]=[CH:44][C:39]([CH:36]([CH3:38])[CH3:37])=[CH:40][CH:41]=2)[CH2:13][CH2:12]1)[CH3:24].